From a dataset of Catalyst prediction with 721,799 reactions and 888 catalyst types from USPTO. Predict which catalyst facilitates the given reaction. (1) Reactant: [CH:1]1([CH:6]([N:10]2[CH:14]=[C:13]([C:15]3[C:16]4[CH:23]=[CH:22][N:21](COCC[Si](C)(C)C)[C:17]=4[N:18]=[CH:19][N:20]=3)[CH:12]=[N:11]2)[CH2:7][CH:8]=[CH2:9])[CH2:5][CH2:4][CH2:3][CH2:2]1.[C:32]([OH:38])([C:34]([F:37])([F:36])[F:35])=[O:33]. Product: [F:35][C:34]([F:37])([F:36])[C:32]([OH:38])=[O:33].[CH:1]1([CH:6]([N:10]2[CH:14]=[C:13]([C:15]3[C:16]4[CH:23]=[CH:22][NH:21][C:17]=4[N:18]=[CH:19][N:20]=3)[CH:12]=[N:11]2)[CH2:7][CH:8]=[CH2:9])[CH2:5][CH2:4][CH2:3][CH2:2]1. The catalyst class is: 2. (2) Reactant: C([O:8][CH2:9][CH2:10][O:11][C:12]1[C:17]([CH3:18])=[CH:16][C:15]([C:19]2[N:28]=[C:27](Cl)[C:26]3[C:21](=[CH:22][C:23]([O:32][CH3:33])=[CH:24][C:25]=3[O:30][CH3:31])[N:20]=2)=[CH:14][C:13]=1[CH3:34])C1C=CC=CC=1.CO.C([O-])=O.[NH4+]. Product: [CH3:31][O:30][C:25]1[CH:24]=[C:23]([O:32][CH3:33])[CH:22]=[C:21]2[C:26]=1[CH:27]=[N:28][C:19]([C:15]1[CH:16]=[C:17]([CH3:18])[C:12]([O:11][CH2:10][CH2:9][OH:8])=[C:13]([CH3:34])[CH:14]=1)=[N:20]2. The catalyst class is: 123. (3) Reactant: [F:1][C:2]1[CH:7]=[CH:6][C:5]([C:8]2[C:17](=[O:18])[C:16]3[C:11](=[CH:12][CH:13]=[CH:14][CH:15]=3)[O:10][C:9]=2[CH2:19][N:20]2[CH2:25][CH2:24][O:23][CH2:22][CH2:21]2)=[CH:4][CH:3]=1.[ClH:26]. Product: [ClH:26].[F:1][C:2]1[CH:7]=[CH:6][C:5]([C:8]2[C:17](=[O:18])[C:16]3[C:11](=[CH:12][CH:13]=[CH:14][CH:15]=3)[O:10][C:9]=2[CH2:19][N:20]2[CH2:25][CH2:24][O:23][CH2:22][CH2:21]2)=[CH:4][CH:3]=1. The catalyst class is: 165. (4) Reactant: [CH2:1]([C@@H:4]1[CH2:8][N:7]([C:9]([O:11][C:12]([CH3:15])([CH3:14])[CH3:13])=[O:10])[C@H:6]([C:16]([OH:18])=O)[CH2:5]1)[CH:2]=[CH2:3].C(Cl)CCl.C1C=NC2N(O)N=NC=2C=1.CN1CCOCC1.[NH2:40][C@@H:41]([CH2:46][C:47]1[CH:56]=[CH:55][C:54]2[C:49](=[CH:50][CH:51]=[CH:52][CH:53]=2)[CH:48]=1)[C:42]([O:44][CH3:45])=[O:43]. Product: [CH2:1]([C@@H:4]1[CH2:8][N:7]([C:9]([O:11][C:12]([CH3:13])([CH3:14])[CH3:15])=[O:10])[C@H:6]([C:16](=[O:18])[NH:40][C@@H:41]([CH2:46][C:47]2[CH:56]=[CH:55][C:54]3[C:49](=[CH:50][CH:51]=[CH:52][CH:53]=3)[CH:48]=2)[C:42]([O:44][CH3:45])=[O:43])[CH2:5]1)[CH:2]=[CH2:3]. The catalyst class is: 3.